Dataset: Forward reaction prediction with 1.9M reactions from USPTO patents (1976-2016). Task: Predict the product of the given reaction. (1) The product is: [BrH:9].[CH3:1][C:2]1[N:3]([CH2:10][CH2:11][O:12][C:13]2[CH:18]=[CH:17][CH:16]=[CH:15][CH:14]=2)[C:4](=[NH:8])[S:5][C:6]=1[CH3:7]. Given the reactants [CH3:1][C:2]1[N:3]=[C:4]([NH2:8])[S:5][C:6]=1[CH3:7].[Br:9][CH2:10][CH2:11][O:12][C:13]1[CH:18]=[CH:17][CH:16]=[CH:15][CH:14]=1, predict the reaction product. (2) Given the reactants [Cl:1][C:2]1[CH:3]=[C:4]([CH2:9][C:10]([N:12]2[CH:21]3[CH:16]([CH2:17][CH2:18][CH2:19][CH:20]3[N:22]3[CH2:26][CH2:25][CH2:24][CH2:23]3)[NH:15][CH2:14][CH2:13]2)=[O:11])[CH:5]=[CH:6][C:7]=1[Cl:8].Cl[C:28]([O:30][CH2:31][CH3:32])=[O:29], predict the reaction product. The product is: [CH2:31]([O:30][C:28]([N:15]1[CH:16]2[CH:21]([CH:20]([N:22]3[CH2:26][CH2:25][CH2:24][CH2:23]3)[CH2:19][CH2:18][CH2:17]2)[N:12]([C:10](=[O:11])[CH2:9][C:4]2[CH:5]=[CH:6][C:7]([Cl:8])=[C:2]([Cl:1])[CH:3]=2)[CH2:13][CH2:14]1)=[O:29])[CH3:32].